Predict the reaction yield, written as a fraction of the theoretical maximum amount of product (1.0 means a 100% yield; for example, 0.34 means a 34% yield). From a dataset of Reaction yield outcomes from USPTO patents with 853,638 reactions. The reactants are [F-].C([N+](CCCC)(CCCC)CCCC)CCC.[Si]([O:36][CH2:37][CH2:38][O:39][CH2:40][C@H:41]([O:52][C:53]1[N:58]=[CH:57][N:56]=[C:55]2[N:59]([C:62]3[C:67]([Cl:68])=[CH:66][CH:65]=[CH:64][N:63]=3)[N:60]=[CH:61][C:54]=12)[C:42]([NH:44][C:45]1[CH:50]=[CH:49][C:48]([Cl:51])=[CH:47][N:46]=1)=[O:43])(C(C)(C)C)(C1C=CC=CC=1)C1C=CC=CC=1. The catalyst is C1COCC1. The product is [Cl:51][C:48]1[CH:49]=[CH:50][C:45]([NH:44][C:42](=[O:43])[C@@H:41]([O:52][C:53]2[N:58]=[CH:57][N:56]=[C:55]3[N:59]([C:62]4[C:67]([Cl:68])=[CH:66][CH:65]=[CH:64][N:63]=4)[N:60]=[CH:61][C:54]=23)[CH2:40][O:39][CH2:38][CH2:37][OH:36])=[N:46][CH:47]=1. The yield is 0.210.